This data is from Catalyst prediction with 721,799 reactions and 888 catalyst types from USPTO. The task is: Predict which catalyst facilitates the given reaction. (1) Reactant: Cl[C:2]1[C:3]2[N:4]([C:10]([C:13]([O:15][CH2:16][CH3:17])=[O:14])=[CH:11][CH:12]=2)[N:5]=[CH:6][C:7]=1[C:8]#[N:9].Cl.[CH3:19][CH:20]1[CH2:25][CH2:24][CH2:23][CH2:22][CH:21]1[NH2:26].C(N(CC)CC)C. Product: [C:8]([C:7]1[CH:6]=[N:5][N:4]2[C:10]([C:13]([O:15][CH2:16][CH3:17])=[O:14])=[CH:11][CH:12]=[C:3]2[C:2]=1[NH:26][CH:21]1[CH2:22][CH2:23][CH2:24][CH2:25][CH:20]1[CH3:19])#[N:9]. The catalyst class is: 31. (2) Reactant: [NH2:1][C@@H:2]([CH2:33][C:34]1[CH:39]=[CH:38][CH:37]=[CH:36][CH:35]=1)[C@@H:3]([OH:32])[CH2:4][C@@H:5]([NH:19][C:20]([C@@H:22]([NH:27][C:28](=[O:31])[O:29][CH3:30])[C:23]([CH3:26])([CH3:25])[CH3:24])=[O:21])[CH2:6][C:7]1[CH:12]=[CH:11][C:10]([C:13]2[CH:18]=[CH:17][CH:16]=[CH:15][N:14]=2)=[CH:9][CH:8]=1.[C:40]([NH:47][C@H:48]([C:53](O)=[O:54])[C:49]([CH3:52])([CH3:51])[CH3:50])([O:42][C:43]([CH3:46])([CH3:45])[CH3:44])=[O:41].CCOP(ON1N=NC2C=CC=CC=2C1=O)(OCC)=O.C(N(CC)C(C)C)(C)C. Product: [CH2:33]([C@H:2]([NH:1][C:53](=[O:54])[C@H:48]([C:49]([CH3:52])([CH3:51])[CH3:50])[NH:47][C:40](=[O:41])[O:42][C:43]([CH3:45])([CH3:46])[CH3:44])[C@@H:3]([OH:32])[CH2:4][C@H:5]([CH2:6][C:7]1[CH:12]=[CH:11][C:10]([C:13]2[CH:18]=[CH:17][CH:16]=[CH:15][N:14]=2)=[CH:9][CH:8]=1)[NH:19][C:20](=[O:21])[C@@H:22]([NH:27][C:28](=[O:31])[O:29][CH3:30])[C:23]([CH3:26])([CH3:25])[CH3:24])[C:34]1[CH:35]=[CH:36][CH:37]=[CH:38][CH:39]=1. The catalyst class is: 1. (3) Reactant: [F:1][C:2]1[CH:7]=[CH:6][C:5]([CH:8]2[C:17]([CH3:24])([C:18]3[N:22]([CH3:23])[N:21]=[CH:20][N:19]=3)[C:16](=O)[C:15]3[C:14]([C:26]([O:28]CC)=O)=[CH:13][CH:12]=[CH:11][C:10]=3[NH:9]2)=[CH:4][CH:3]=1.O.[NH2:32][NH2:33]. Product: [F:1][C:2]1[CH:7]=[CH:6][C:5]([CH:8]2[NH:9][C:10]3[C:15]4[C:16](=[N:32][NH:33][C:26](=[O:28])[C:14]=4[CH:13]=[CH:12][CH:11]=3)[C:17]2([CH3:24])[C:18]2[N:22]([CH3:23])[N:21]=[CH:20][N:19]=2)=[CH:4][CH:3]=1. The catalyst class is: 5. (4) Reactant: [C:1]([O:5][C:6](=[O:32])[N:7]([CH3:31])[C@H:8]([C:10](=[O:30])[NH:11][C@H:12]1[CH2:18][N:17]([C:19](=[O:24])[CH2:20][CH:21]([CH3:23])[CH3:22])[C:16]2[CH:25]=[CH:26][CH:27]=[CH:28][C:15]=2[NH:14][C:13]1=[O:29])[CH3:9])([CH3:4])([CH3:3])[CH3:2].[CH3:33][O:34][C:35]1[CH:42]=[CH:41][CH:40]=[CH:39][C:36]=1[CH2:37]Cl.C([O-])([O-])=O.[Cs+].[Cs+].[Na+].[I-]. Product: [C:1]([O:5][C:6](=[O:32])[N:7]([C@H:8]([C:10](=[O:30])[NH:11][C@@H:12]1[C:13](=[O:29])[N:14]([CH2:37][C:36]2[CH:39]=[CH:40][CH:41]=[CH:42][C:35]=2[O:34][CH3:33])[C:15]2[CH:28]=[CH:27][CH:26]=[CH:25][C:16]=2[N:17]([C:19](=[O:24])[CH2:20][CH:21]([CH3:23])[CH3:22])[CH2:18]1)[CH3:9])[CH3:31])([CH3:3])([CH3:4])[CH3:2]. The catalyst class is: 18. (5) Reactant: [C:1]([NH:4][CH2:5][CH:6]([NH:44]C(=O)OC(C)(C)C)[CH2:7][NH:8][C:9]1[CH:10]=[N:11][C:12]([C:24](=[O:43])[NH:25]C(C2C=CC(OC)=CC=2)C2C=CC(OC)=CC=2)=[C:13]([NH:15][C:16]2[CH:21]=[C:20]([CH3:22])[CH:19]=[C:18]([CH3:23])[N:17]=2)[CH:14]=1)(=[O:3])[CH3:2].[C:52]([OH:58])([C:54]([F:57])([F:56])[F:55])=[O:53].C([SiH](CC)CC)C. Product: [OH:58][C:52]([C:54]([F:57])([F:56])[F:55])=[O:53].[C:1]([NH:4][CH2:5][CH:6]([NH2:44])[CH2:7][NH:8][C:9]1[CH:14]=[C:13]([NH:15][C:16]2[CH:21]=[C:20]([CH3:22])[CH:19]=[C:18]([CH3:23])[N:17]=2)[C:12]([C:24]([NH2:25])=[O:43])=[N:11][CH:10]=1)(=[O:3])[CH3:2]. The catalyst class is: 2. (6) Reactant: [CH:1]1([S:4](Cl)(=[O:6])=[O:5])[CH2:3][CH2:2]1.F[C:9]1[CH:14]=[CH:13][C:12]([N:15]2[C:23]3[C:18](=[CH:19][C:20]([O:24][CH:25]([C:30]4[CH:35]=[CH:34][CH:33]=[CH:32][CH:31]=4)[C:26]([CH3:29])([NH2:28])[CH3:27])=[CH:21][CH:22]=3)[CH:17]=[N:16]2)=[CH:11][CH:10]=1.[CH2:36](N(CC)CC)C. Product: [CH3:27][C:26]([NH:28][S:4]([CH:1]1[CH2:3][CH2:2]1)(=[O:6])=[O:5])([CH3:29])[CH:25]([C:30]1[CH:35]=[CH:34][CH:33]=[CH:32][CH:31]=1)[O:24][C:20]1[CH:19]=[C:18]2[C:23](=[CH:22][CH:21]=1)[N:15]([C:12]1[CH:13]=[CH:14][C:9]([CH3:36])=[CH:10][CH:11]=1)[N:16]=[CH:17]2. The catalyst class is: 23.